Dataset: Forward reaction prediction with 1.9M reactions from USPTO patents (1976-2016). Task: Predict the product of the given reaction. Given the reactants N1(C2C[CH2:9][N:8]([CH2:11][C:12]3[S:13][C:14]4[N:15]=[C:16]([Cl:27])[N:17]=[C:18]([N:21]5[CH2:26][CH2:25][O:24][CH2:23][CH2:22]5)[C:19]=4[N:20]=3)CC2)CCC1.[CH:28]1([N:31]2[CH2:36]CN[CH2:33][CH2:32]2)[CH2:30][CH2:29]1, predict the reaction product. The product is: [Cl:27][C:16]1[N:17]=[C:18]([N:21]2[CH2:26][CH2:25][O:24][CH2:23][CH2:22]2)[C:19]2[N:20]=[C:12]([CH2:11][N:8]3[CH2:33][CH2:32][N:31]([CH:28]4[CH2:30][CH2:29]4)[CH2:36][CH2:9]3)[S:13][C:14]=2[N:15]=1.